Predict the product of the given reaction. From a dataset of Forward reaction prediction with 1.9M reactions from USPTO patents (1976-2016). (1) Given the reactants O=[C:2]([C:9]1[N:13]([C:14]2[CH:19]=[CH:18][CH:17]=[CH:16][CH:15]=2)[N:12]=[CH:11][CH:10]=1)[CH2:3][C:4]([O:6]CC)=O.[C:20]1([C:26](=[NH:28])[NH2:27])[CH:25]=[CH:24][CH:23]=[CH:22][CH:21]=1, predict the reaction product. The product is: [C:20]1([C:26]2[NH:28][C:4](=[O:6])[CH:3]=[C:2]([C:9]3[N:13]([C:14]4[CH:15]=[CH:16][CH:17]=[CH:18][CH:19]=4)[N:12]=[CH:11][CH:10]=3)[N:27]=2)[CH:25]=[CH:24][CH:23]=[CH:22][CH:21]=1. (2) The product is: [F:1][C:2]1[CH:3]=[C:4](/[CH:16]=[C:17](\[CH3:30])/[CH2:18][NH2:19])[CH:5]=[C:6]([F:15])[C:7]=1[O:8][C:9]1[CH:14]=[CH:13][CH:12]=[CH:11][CH:10]=1. Given the reactants [F:1][C:2]1[CH:3]=[C:4](/[CH:16]=[C:17](\[CH3:30])/[CH2:18][N:19]2C(=O)C3C(=CC=CC=3)C2=O)[CH:5]=[C:6]([F:15])[C:7]=1[O:8][C:9]1[CH:14]=[CH:13][CH:12]=[CH:11][CH:10]=1.O.NN, predict the reaction product. (3) Given the reactants CC(C)([O-])C.[K+].C(O)(C)(C)C.[Cl:12][C:13]1[N:22]=[CH:21][C:20]2[NH:19][CH2:18][C@H:17]3[CH2:23][O:24][CH2:25][CH2:26][N:16]3[C:15]=2[N:14]=1.Br[CH2:28][C:29]([O:31][C:32]([CH3:35])([CH3:34])[CH3:33])=[O:30], predict the reaction product. The product is: [Cl:12][C:13]1[N:22]=[CH:21][C:20]2[N:19]([CH2:28][C:29]([O:31][C:32]([CH3:35])([CH3:34])[CH3:33])=[O:30])[CH2:18][C@H:17]3[CH2:23][O:24][CH2:25][CH2:26][N:16]3[C:15]=2[N:14]=1. (4) The product is: [CH:27]1([N:32]2[C:5]([C:7]3[C:12](=[O:13])[CH:11]=[CH:10][N:9]([C:14]4[CH:15]=[CH:16][C:17]([N:20]5[CH2:21][CH2:22][O:23][CH2:24][CH2:25]5)=[CH:18][CH:19]=4)[N:8]=3)=[CH:4][CH:3]=[N:2]2)[CH2:31][CH2:30][CH2:29][CH2:28]1. Given the reactants C[N:2](C)[CH:3]=[CH:4][C:5]([C:7]1[C:12](=[O:13])[CH:11]=[CH:10][N:9]([C:14]2[CH:19]=[CH:18][C:17]([N:20]3[CH2:25][CH2:24][O:23][CH2:22][CH2:21]3)=[CH:16][CH:15]=2)[N:8]=1)=O.[CH:27]1([NH:32]N)[CH2:31][CH2:30][CH2:29][CH2:28]1, predict the reaction product. (5) The product is: [CH3:21][N:18]1[C:6]2=[CH:7][CH:8]=[C:9]3[C:4]([N:3]=[C:2]([C:27]4[CH:28]=[C:23]([CH:24]=[CH:25][CH:26]=4)[NH2:22])[N:11]=[C:10]3[N:12]3[CH2:17][CH2:16][O:15][CH2:14][CH2:13]3)=[C:5]2[CH:20]=[CH:19]1. Given the reactants Cl[C:2]1[N:11]=[C:10]([N:12]2[CH2:17][CH2:16][O:15][CH2:14][CH2:13]2)[C:9]2[C:4](=[C:5]3[CH:20]=[CH:19][N:18]([CH3:21])[C:6]3=[CH:7][CH:8]=2)[N:3]=1.[NH2:22][C:23]1[CH:24]=[C:25](B(O)O)[CH:26]=[CH:27][CH:28]=1, predict the reaction product. (6) Given the reactants Cl.[C:2]([O:6][C:7](=[O:11])[CH2:8][CH2:9][NH2:10])([CH3:5])([CH3:4])[CH3:3].[Br:12][C:13]1[CH:14]=[N:15][C:16]([C:19]2[CH:24]=[CH:23][C:22]([CH2:25][C@H:26]([NH:30][C:31](=[O:42])[C:32]3[CH:37]=[CH:36][C:35]([C:38]([CH3:41])([CH3:40])[CH3:39])=[CH:34][CH:33]=3)[C:27](O)=[O:28])=[CH:21][CH:20]=2)=[N:17][CH:18]=1.CCN(C(C)C)C(C)C.CN(C(ON1N=NC2C=CC=NC1=2)=[N+](C)C)C.F[P-](F)(F)(F)(F)F, predict the reaction product. The product is: [Br:12][C:13]1[CH:18]=[N:17][C:16]([C:19]2[CH:24]=[CH:23][C:22]([CH2:25][C@H:26]([NH:30][C:31](=[O:42])[C:32]3[CH:33]=[CH:34][C:35]([C:38]([CH3:40])([CH3:39])[CH3:41])=[CH:36][CH:37]=3)[C:27]([NH:10][CH2:9][CH2:8][C:7]([O:6][C:2]([CH3:5])([CH3:4])[CH3:3])=[O:11])=[O:28])=[CH:21][CH:20]=2)=[N:15][CH:14]=1. (7) Given the reactants C([Mg]Cl)(C)C.Br[C:7]1[O:15][C:10]2=[CH:11][N:12]=[CH:13][CH:14]=[C:9]2[C:8]=1[O:16][Si:17]([C:30]([CH3:33])([CH3:32])[CH3:31])([C:24]1[CH:29]=[CH:28][CH:27]=[CH:26][CH:25]=1)[C:18]1[CH:23]=[CH:22][CH:21]=[CH:20][CH:19]=1.FC(F)(F)S(O[C:40]1[N:45]=[CH:44][C:43]([O:46][CH3:47])=[CH:42][N:41]=1)(=O)=O, predict the reaction product. The product is: [Si:17]([O:16][C:8]1[C:9]2[C:10](=[CH:11][N:12]=[CH:13][CH:14]=2)[O:15][C:7]=1[C:40]1[N:45]=[CH:44][C:43]([O:46][CH3:47])=[CH:42][N:41]=1)([C:30]([CH3:33])([CH3:32])[CH3:31])([C:24]1[CH:29]=[CH:28][CH:27]=[CH:26][CH:25]=1)[C:18]1[CH:23]=[CH:22][CH:21]=[CH:20][CH:19]=1.